Task: Predict the product of the given reaction.. Dataset: Forward reaction prediction with 1.9M reactions from USPTO patents (1976-2016) Given the reactants [C:1]([CH2:3][C:4]([O:6][CH3:7])=[O:5])#[N:2].[S:8]1CC(O)S[CH2:10][CH:9]1O.C(N(CC)CC)C, predict the reaction product. The product is: [NH2:2][C:1]1[S:8][CH:9]=[CH:10][C:3]=1[C:4]([O:6][CH3:7])=[O:5].